Dataset: Catalyst prediction with 721,799 reactions and 888 catalyst types from USPTO. Task: Predict which catalyst facilitates the given reaction. (1) Reactant: [CH3:1][C:2]1(C)OC(=O)[CH:5]([C:9]([C:11]2[CH:12]=[C:13]3[C:17](=[CH:18][CH:19]=2)[N:16]([CH3:20])[N:15]=[CH:14]3)=[O:10])[C:4](=[O:21])[O:3]1. Product: [CH3:20][N:16]1[C:17]2[C:13](=[CH:12][C:11]([C:9](=[O:10])[CH2:5][C:4]([O:3][CH2:2][CH3:1])=[O:21])=[CH:19][CH:18]=2)[CH:14]=[N:15]1. The catalyst class is: 8. (2) Reactant: [NH2:1][C:2]1[CH:3]=[C:4]([CH:8]=[C:9]([N+:11]([O-:13])=[O:12])[CH:10]=1)[C:5]([OH:7])=[O:6].[CH2:14]1CCC(N=C=NC2CCCCC2)C[CH2:15]1. Product: [CH2:14]([O:6][C:5](=[O:7])[C:4]1[CH:8]=[C:9]([N+:11]([O-:13])=[O:12])[CH:10]=[C:2]([NH2:1])[CH:3]=1)[CH3:15]. The catalyst class is: 14. (3) Reactant: [N:1]1[CH:6]=[CH:5][CH:4]=[C:3]([CH:7]([CH2:11][C:12]([C:14]2[CH:19]=[CH:18][CH:17]=[CH:16][N:15]=2)=O)[C:8]([OH:10])=O)[CH:2]=1.[N+:20]([C:23]1[CH:28]=[CH:27][CH:26]=[CH:25][C:24]=1[NH:29][NH2:30])([O-:22])=[O:21]. Product: [N+:20]([C:23]1[CH:28]=[CH:27][CH:26]=[CH:25][C:24]=1[N:29]1[C:8](=[O:10])[C:7]([C:3]2[CH:2]=[N:1][CH:6]=[CH:5][CH:4]=2)=[CH:11][C:12]([C:14]2[CH:19]=[CH:18][CH:17]=[CH:16][N:15]=2)=[N:30]1)([O-:22])=[O:21]. The catalyst class is: 51. (4) Reactant: [F:1][C:2]1[CH:7]=[C:6]([F:8])[C:5]([F:9])=[CH:4][C:3]=1[S:10](Cl)(=[O:12])=[O:11].[CH3:14][O:15][C:16]1[CH:23]=[C:22]([O:24][CH3:25])[CH:21]=[CH:20][C:17]=1[CH2:18][NH2:19].C(C(CC)(NCCC)C)C. Product: [CH3:14][O:15][C:16]1[CH:23]=[C:22]([O:24][CH3:25])[CH:21]=[CH:20][C:17]=1[CH2:18][NH:19][S:10]([C:3]1[CH:4]=[C:5]([F:9])[C:6]([F:8])=[CH:7][C:2]=1[F:1])(=[O:12])=[O:11]. The catalyst class is: 4. (5) Reactant: [CH3:1][O:2][C:3]1[C:4]([CH3:12])=[C:5]([CH:9]=[CH:10][CH:11]=1)[C:6](O)=[O:7].S(Cl)([Cl:15])=O.Cl. Product: [CH3:1][O:2][C:3]1[C:4]([CH3:12])=[C:5]([CH:9]=[CH:10][CH:11]=1)[C:6]([Cl:15])=[O:7]. The catalyst class is: 113. (6) Reactant: CCN(CC)CC.[C:16](O[C:16]([O:18][C:19]([CH3:22])([CH3:21])[CH3:20])=[O:17])([O:18][C:19]([CH3:22])([CH3:21])[CH3:20])=[O:17].[NH2:23][C:24]1[S:25][C:26]([C:29]([O:31][CH2:32][CH3:33])=[O:30])=[CH:27][N:28]=1. The catalyst class is: 251. Product: [C:19]([O:18][C:16]([NH:23][C:24]1[S:25][C:26]([C:29]([O:31][CH2:32][CH3:33])=[O:30])=[CH:27][N:28]=1)=[O:17])([CH3:20])([CH3:21])[CH3:22]. (7) Reactant: [NH:1]([C:28]([O:30][C:31]([CH3:34])([CH3:33])[CH3:32])=[O:29])[CH2:2][C:3]([NH:5][C@H:6]([C:14]([NH:16][CH2:17][C:18]([O:20]CC1C=CC=CC=1)=[O:19])=[O:15])[CH2:7][C:8]1[CH:13]=[CH:12][CH:11]=[CH:10][CH:9]=1)=[O:4]. Product: [NH:1]([C:28]([O:30][C:31]([CH3:34])([CH3:33])[CH3:32])=[O:29])[CH2:2][C:3]([NH:5][C@H:6]([C:14]([NH:16][CH2:17][C:18]([OH:20])=[O:19])=[O:15])[CH2:7][C:8]1[CH:13]=[CH:12][CH:11]=[CH:10][CH:9]=1)=[O:4]. The catalyst class is: 78.